This data is from Forward reaction prediction with 1.9M reactions from USPTO patents (1976-2016). The task is: Predict the product of the given reaction. (1) Given the reactants [Cl:1][C:2]1[S:3][CH:4]=[C:5]([C:7]2[CH:12]=[CH:11][CH:10]=[C:9]([C:13]([F:16])([F:15])[F:14])[CH:8]=2)[N:6]=1.C([Li])CCC.Cl[C:23]([O:25][CH2:26][CH3:27])=[O:24], predict the reaction product. The product is: [CH2:26]([O:25][C:23]([C:4]1[S:3][C:2]([Cl:1])=[N:6][C:5]=1[C:7]1[CH:12]=[CH:11][CH:10]=[C:9]([C:13]([F:16])([F:14])[F:15])[CH:8]=1)=[O:24])[CH3:27]. (2) Given the reactants [OH-].[K+].[CH3:3][O:4][C:5](=[O:31])[CH:6]([NH:15][C:16]1[CH:21]=[CH:20][CH:19]=[CH:18][C:17]=1[C:22](=[O:30])[C:23]1[CH:28]=[CH:27][CH:26]=[CH:25][C:24]=1[CH3:29])[CH2:7][C:8]1[CH:13]=[CH:12][C:11]([OH:14])=[CH:10][CH:9]=1.[Br:32][CH2:33][CH2:34]Br, predict the reaction product. The product is: [CH3:3][O:4][C:5](=[O:31])[CH:6]([NH:15][C:16]1[CH:21]=[CH:20][CH:19]=[CH:18][C:17]=1[C:22](=[O:30])[C:23]1[CH:28]=[CH:27][CH:26]=[CH:25][C:24]=1[CH3:29])[CH2:7][C:8]1[CH:9]=[CH:10][C:11]([O:14][CH2:34][CH2:33][Br:32])=[CH:12][CH:13]=1. (3) Given the reactants [Br:1][C:2]1[CH:7]=[CH:6][C:5]([S:8](Cl)(=[O:10])=[O:9])=[C:4]([Cl:12])[CH:3]=1.[CH3:13][O:14][C:15]1[CH:21]=[CH:20][C:19]([N+:22]([O-:24])=[O:23])=[CH:18][C:16]=1[NH2:17].N1C=CC=CC=1, predict the reaction product. The product is: [Br:1][C:2]1[CH:7]=[CH:6][C:5]([S:8]([NH:17][C:16]2[CH:18]=[C:19]([N+:22]([O-:24])=[O:23])[CH:20]=[CH:21][C:15]=2[O:14][CH3:13])(=[O:10])=[O:9])=[C:4]([Cl:12])[CH:3]=1. (4) Given the reactants Br[C:2]1[CH:7]=[C:6]([C:8]([F:11])([F:10])[F:9])[CH:5]=[CH:4][C:3]=1[S:12]([N:15]1[CH2:20][CH2:19][N:18]([C:21]([C:23]2[CH:24]=[N:25][C:26]([CH3:29])=[CH:27][CH:28]=2)=[O:22])[C@@H:17]([CH3:30])[CH2:16]1)(=[O:14])=[O:13].[C:31](=O)([O-])[O-].[K+].[K+].CB1OB(C)OB(C)O1.[ClH:46], predict the reaction product. The product is: [ClH:46].[CH3:30][C@H:17]1[CH2:16][N:15]([S:12]([C:3]2[CH:4]=[CH:5][C:6]([C:8]([F:11])([F:10])[F:9])=[CH:7][C:2]=2[CH3:31])(=[O:14])=[O:13])[CH2:20][CH2:19][N:18]1[C:21]([C:23]1[CH:24]=[N:25][C:26]([CH3:29])=[CH:27][CH:28]=1)=[O:22]. (5) Given the reactants [CH2:1]1[C:11]2[C:4](=[CH:5][C:6]([C:8]([CH:10]=2)=O)=O)[NH:3][CH:2]1[C:12]([OH:14])=[O:13].OC1C=C2C(=CC=1O)NC=C2.OC1C=C2C(=CC=1O)NC(C(O)=O)=C2.N1C2C(=CC(=O)C(=O)C=2)C=C1.CC1C2NC3C(C=2C(C)=NC=1N)=CC=CC=3, predict the reaction product. The product is: [NH:3]1[C:4]2[C:11](=[CH:10][CH2:8][CH2:6][CH:5]=2)[CH:1]=[C:2]1[C:12]([OH:14])=[O:13]. (6) The product is: [CH3:11][O:12][C:13]1[CH:14]=[CH:15][C:16]([N:19]2[CH2:23][C:22]3([CH2:29][CH2:28][CH2:27][CH2:26][CH2:25]3)[NH:21][C:20]2=[O:30])=[CH:17][CH:18]=1. Given the reactants [H-].[H-].[H-].[H-].[Li+].[Al+3].[Al+3].[Cl-].[Cl-].[Cl-].[CH3:11][O:12][C:13]1[CH:18]=[CH:17][C:16]([N:19]2[C:23](=O)[C:22]3([CH2:29][CH2:28][CH2:27][CH2:26][CH2:25]3)[NH:21][C:20]2=[O:30])=[CH:15][CH:14]=1.C([O-])([O-])=O.[Na+].[Na+], predict the reaction product. (7) Given the reactants Br[CH2:2][CH2:3][CH2:4][CH2:5][N:6]1C(=O)C2C(=CC=CC=2)C1=O.[NH:17]1[CH2:22][CH2:21][O:20][CH2:19][CH2:18]1.C(N(CC)CC)C.O.NN, predict the reaction product. The product is: [N:17]1([CH2:2][CH2:3][CH2:4][CH2:5][NH2:6])[CH2:22][CH2:21][O:20][CH2:19][CH2:18]1.